Dataset: Forward reaction prediction with 1.9M reactions from USPTO patents (1976-2016). Task: Predict the product of the given reaction. Given the reactants [C:1]([NH:4][C:5]1[S:6][CH:7]=[C:8]([CH2:10][CH2:11][C:12]2[S:16][C:15]([CH2:17][C:18]([N:20]3[CH2:25][CH2:24][N:23](C(OC(C)(C)C)=O)[CH2:22][CH2:21]3)=[O:19])=[CH:14][CH:13]=2)[N:9]=1)(=[O:3])[CH3:2].CO.Cl, predict the reaction product. The product is: [O:19]=[C:18]([N:20]1[CH2:25][CH2:24][NH:23][CH2:22][CH2:21]1)[CH2:17][C:15]1[S:16][C:12]([CH2:11][CH2:10][C:8]2[N:9]=[C:5]([NH:4][C:1](=[O:3])[CH3:2])[S:6][CH:7]=2)=[CH:13][CH:14]=1.